Dataset: NCI-60 drug combinations with 297,098 pairs across 59 cell lines. Task: Regression. Given two drug SMILES strings and cell line genomic features, predict the synergy score measuring deviation from expected non-interaction effect. (1) Drug 1: C1=CC=C(C(=C1)C(C2=CC=C(C=C2)Cl)C(Cl)Cl)Cl. Drug 2: C(CCl)NC(=O)N(CCCl)N=O. Cell line: RPMI-8226. Synergy scores: CSS=9.26, Synergy_ZIP=-1.74, Synergy_Bliss=5.00, Synergy_Loewe=-3.03, Synergy_HSA=1.47. (2) Drug 1: C1=CC=C(C(=C1)C(C2=CC=C(C=C2)Cl)C(Cl)Cl)Cl. Drug 2: C1CC(=O)NC(=O)C1N2C(=O)C3=CC=CC=C3C2=O. Cell line: A498. Synergy scores: CSS=-0.267, Synergy_ZIP=1.60, Synergy_Bliss=2.06, Synergy_Loewe=2.11, Synergy_HSA=-0.979. (3) Synergy scores: CSS=36.1, Synergy_ZIP=0.348, Synergy_Bliss=-0.283, Synergy_Loewe=-35.3, Synergy_HSA=2.92. Drug 2: CCN(CC)CCCC(C)NC1=C2C=C(C=CC2=NC3=C1C=CC(=C3)Cl)OC. Cell line: SW-620. Drug 1: CS(=O)(=O)OCCCCOS(=O)(=O)C. (4) Drug 1: C1=CC(=C2C(=C1NCCNCCO)C(=O)C3=C(C=CC(=C3C2=O)O)O)NCCNCCO. Drug 2: COC1=C2C(=CC3=C1OC=C3)C=CC(=O)O2. Cell line: HOP-92. Synergy scores: CSS=37.2, Synergy_ZIP=6.03, Synergy_Bliss=2.28, Synergy_Loewe=-28.6, Synergy_HSA=0.599. (5) Synergy scores: CSS=5.94, Synergy_ZIP=-1.64, Synergy_Bliss=4.65, Synergy_Loewe=3.49, Synergy_HSA=3.54. Cell line: OVCAR-4. Drug 1: CC1OCC2C(O1)C(C(C(O2)OC3C4COC(=O)C4C(C5=CC6=C(C=C35)OCO6)C7=CC(=C(C(=C7)OC)O)OC)O)O. Drug 2: CN(CCCl)CCCl.Cl.